Dataset: NCI-60 drug combinations with 297,098 pairs across 59 cell lines. Task: Regression. Given two drug SMILES strings and cell line genomic features, predict the synergy score measuring deviation from expected non-interaction effect. (1) Drug 1: CC12CCC(CC1=CCC3C2CCC4(C3CC=C4C5=CN=CC=C5)C)O. Drug 2: CC1=C2C(C(=O)C3(C(CC4C(C3C(C(C2(C)C)(CC1OC(=O)C(C(C5=CC=CC=C5)NC(=O)OC(C)(C)C)O)O)OC(=O)C6=CC=CC=C6)(CO4)OC(=O)C)OC)C)OC. Cell line: HS 578T. Synergy scores: CSS=70.6, Synergy_ZIP=15.8, Synergy_Bliss=17.1, Synergy_Loewe=-7.66, Synergy_HSA=16.5. (2) Drug 1: CS(=O)(=O)C1=CC(=C(C=C1)C(=O)NC2=CC(=C(C=C2)Cl)C3=CC=CC=N3)Cl. Drug 2: CCN(CC)CCNC(=O)C1=C(NC(=C1C)C=C2C3=C(C=CC(=C3)F)NC2=O)C. Cell line: LOX IMVI. Synergy scores: CSS=12.2, Synergy_ZIP=-2.15, Synergy_Bliss=-2.22, Synergy_Loewe=-0.820, Synergy_HSA=-0.817. (3) Drug 1: CN1C(=O)N2C=NC(=C2N=N1)C(=O)N. Drug 2: CC12CCC3C(C1CCC2OP(=O)(O)O)CCC4=C3C=CC(=C4)OC(=O)N(CCCl)CCCl.[Na+]. Cell line: SK-MEL-28. Synergy scores: CSS=-0.256, Synergy_ZIP=1.44, Synergy_Bliss=1.00, Synergy_Loewe=-7.24, Synergy_HSA=-6.00. (4) Drug 1: CC1C(C(CC(O1)OC2CC(CC3=C2C(=C4C(=C3O)C(=O)C5=C(C4=O)C(=CC=C5)OC)O)(C(=O)C)O)N)O.Cl. Drug 2: CC1=C(C(=O)C2=C(C1=O)N3CC4C(C3(C2COC(=O)N)OC)N4)N. Cell line: SNB-19. Synergy scores: CSS=50.3, Synergy_ZIP=7.48, Synergy_Bliss=4.44, Synergy_Loewe=1.33, Synergy_HSA=7.58.